This data is from Catalyst prediction with 721,799 reactions and 888 catalyst types from USPTO. The task is: Predict which catalyst facilitates the given reaction. (1) Reactant: [CH3:1][O:2][C:3]1[CH:8]=[CH:7][C:6]([C:9]2[CH:14]=[CH:13][N:12]=[C:11]([NH:15][CH:16]([CH2:19][O:20][CH3:21])[CH2:17][CH3:18])[C:10]=2[N+:22]([O-])=O)=[C:5]([CH3:25])[CH:4]=1.Cl[Sn]Cl. The catalyst class is: 8. Product: [CH3:1][O:2][C:3]1[CH:8]=[CH:7][C:6]([C:9]2[CH:14]=[CH:13][N:12]=[C:11]([NH:15][CH:16]([CH2:19][O:20][CH3:21])[CH2:17][CH3:18])[C:10]=2[NH2:22])=[C:5]([CH3:25])[CH:4]=1. (2) Reactant: [CH3:1][C:2]1([CH3:47])[C@H:5]([C:6]([N:8]2[CH2:13][CH2:12][O:11][CH2:10][CH2:9]2)=[O:7])[CH2:4][C@@H:3]1[NH:14][C:15]([C@:17]12[CH2:43][CH2:42][C@@H:41]([C:44]([CH3:46])=[CH2:45])[CH:18]1[C@@H:19]1[C@@:32]([CH3:35])([CH2:33][CH2:34]2)[C@@:31]2([CH3:36])[C@@H:22]([C@:23]3([CH3:40])[C@@H:28]([CH2:29][CH2:30]2)[C:27]([CH3:38])([CH3:37])[C@@H:26]([OH:39])[CH2:25][CH2:24]3)[CH2:21][CH2:20]1)=[O:16].[CH2:48]([Zn]CC)C.C1(C)C=CC=CC=1.ICI. Product: [CH3:1][C:2]1([CH3:47])[C@H:5]([C:6]([N:8]2[CH2:13][CH2:12][O:11][CH2:10][CH2:9]2)=[O:7])[CH2:4][C@@H:3]1[NH:14][C:15]([C@:17]12[CH2:43][CH2:42][C@@H:41]([C:44]3([CH3:48])[CH2:46][CH2:45]3)[CH:18]1[C@@H:19]1[C@@:32]([CH3:35])([CH2:33][CH2:34]2)[C@@:31]2([CH3:36])[C@@H:22]([C@:23]3([CH3:40])[C@@H:28]([CH2:29][CH2:30]2)[C:27]([CH3:37])([CH3:38])[C@@H:26]([OH:39])[CH2:25][CH2:24]3)[CH2:21][CH2:20]1)=[O:16]. The catalyst class is: 4.